From a dataset of Peptide-MHC class II binding affinity with 134,281 pairs from IEDB. Regression. Given a peptide amino acid sequence and an MHC pseudo amino acid sequence, predict their binding affinity value. This is MHC class II binding data. (1) The peptide sequence is EVIPTAFKIGKTYTP. The MHC is DRB1_0401 with pseudo-sequence DRB1_0401. The binding affinity (normalized) is 0.415. (2) The peptide sequence is GFKAALAAAAGVQPADKYRT. The MHC is DRB1_1602 with pseudo-sequence DRB1_1602. The binding affinity (normalized) is 0.641. (3) The peptide sequence is DFLELLRYLAVELLP. The MHC is DRB1_0101 with pseudo-sequence DRB1_0101. The binding affinity (normalized) is 0.595. (4) The peptide sequence is QQGIRYANPIAFFRK. The MHC is HLA-DPA10201-DPB10501 with pseudo-sequence HLA-DPA10201-DPB10501. The binding affinity (normalized) is 0.816. (5) The peptide sequence is VGAKQENWNTSIKTL. The MHC is DRB1_1101 with pseudo-sequence DRB1_1101. The binding affinity (normalized) is 0.135. (6) The peptide sequence is IIVGRGDSRLTYQWH. The MHC is DRB3_0301 with pseudo-sequence DRB3_0301. The binding affinity (normalized) is 0.370. (7) The binding affinity (normalized) is 0.554. The MHC is DRB1_1101 with pseudo-sequence DRB1_1101. The peptide sequence is GEGIPLYDAIKCMRT. (8) The peptide sequence is PRRWLRFCNPELSEI. The MHC is DRB1_1001 with pseudo-sequence DRB1_1001. The binding affinity (normalized) is 0.773. (9) The peptide sequence is LVGPTPINIIGRNLLTQIGC. The MHC is HLA-DPA10201-DPB10101 with pseudo-sequence HLA-DPA10201-DPB10101. The binding affinity (normalized) is 0.279.